This data is from Forward reaction prediction with 1.9M reactions from USPTO patents (1976-2016). The task is: Predict the product of the given reaction. (1) Given the reactants C=CCCCC.B1[CH:12]2[CH2:13][CH2:14][CH2:15][CH:8]1[CH2:9][CH2:10][CH2:11]2.C1COCC1.ClC1C=[CH:26][C:25]([O:28][CH3:29])=[CH:24][CH:23]=1.[F-].[Cs+], predict the reaction product. The product is: [CH2:11]([C:10]1[CH:9]=[CH:26][C:25]([O:28][CH3:29])=[CH:24][CH:23]=1)[CH2:12][CH2:13][CH2:14][CH2:15][CH3:8]. (2) Given the reactants [CH3:1][N:2]1[C:6]2[CH:7]=[CH:8][C:9]([N:11]3[CH:16]=[C:15]([C:17]([OH:19])=[O:18])[C:14](=[O:20])[N:13]([CH:21]4[C:30]5[C:25](=[C:26]([C:31]([F:34])([F:33])[F:32])[CH:27]=[CH:28][CH:29]=5)[CH2:24][CH2:23][CH2:22]4)[C:12]3=[O:35])=[CH:10][C:5]=2[O:4][C:3]1=[O:36].S(Cl)(Cl)=O.[CH3:41]O, predict the reaction product. The product is: [CH3:1][N:2]1[C:6]2[CH:7]=[CH:8][C:9]([N:11]3[CH:16]=[C:15]([C:17]([O:19][CH3:41])=[O:18])[C:14](=[O:20])[N:13]([CH:21]4[C:30]5[C:25](=[C:26]([C:31]([F:34])([F:33])[F:32])[CH:27]=[CH:28][CH:29]=5)[CH2:24][CH2:23][CH2:22]4)[C:12]3=[O:35])=[CH:10][C:5]=2[O:4][C:3]1=[O:36]. (3) Given the reactants [F:1][C:2]([F:27])([F:26])[C:3]1[CH:4]=[CH:5][C:6]([O:9][C:10]2[CH:15]=[CH:14][C:13]([O:16][C:17]([N:19]3[CH2:24][CH2:23][CH:22]([OH:25])[CH2:21][CH2:20]3)=[O:18])=[CH:12][CH:11]=2)=[N:7][CH:8]=1.[N:28]1([C:33]2[CH:38]=[CH:37][C:36](O)=[CH:35][CH:34]=2)[CH:32]=[CH:31][N:30]=[CH:29]1.C(OCC)(=O)C.Cl, predict the reaction product. The product is: [F:27][C:2]([F:1])([F:26])[C:3]1[CH:4]=[CH:5][C:6]([O:9][C:10]2[CH:11]=[CH:12][C:13]([O:16][C:17]([N:19]3[CH2:20][CH2:21][CH:22]([O:25][C:36]4[CH:37]=[CH:38][C:33]([N:28]5[CH:32]=[CH:31][N:30]=[CH:29]5)=[CH:34][CH:35]=4)[CH2:23][CH2:24]3)=[O:18])=[CH:14][CH:15]=2)=[N:7][CH:8]=1.